Dataset: Full USPTO retrosynthesis dataset with 1.9M reactions from patents (1976-2016). Task: Predict the reactants needed to synthesize the given product. (1) Given the product [NH:1]([C:8](=[O:42])[C:9]([C:19]1[CH:41]=[CH:40][C:22]([C:23]([NH:25][C:26]2[CH:31]=[CH:30][CH:29]=[CH:28][C:27]=2[NH:32][C:33](=[O:39])[O:34][C:35]([CH3:36])([CH3:37])[CH3:38])=[O:24])=[CH:21][CH:20]=1)([C:10]([NH:12][C:13]1[CH:14]=[CH:15][CH:16]=[CH:17][CH:18]=1)=[O:11])[CH3:43])[C:2]1[CH:7]=[CH:6][CH:5]=[CH:4][CH:3]=1, predict the reactants needed to synthesize it. The reactants are: [NH:1]([C:8](=[O:42])[CH:9]([C:19]1[CH:41]=[CH:40][C:22]([C:23]([NH:25][C:26]2[CH:31]=[CH:30][CH:29]=[CH:28][C:27]=2[NH:32][C:33](=[O:39])[O:34][C:35]([CH3:38])([CH3:37])[CH3:36])=[O:24])=[CH:21][CH:20]=1)[C:10]([NH:12][C:13]1[CH:18]=[CH:17][CH:16]=[CH:15][CH:14]=1)=[O:11])[C:2]1[CH:7]=[CH:6][CH:5]=[CH:4][CH:3]=1.[CH3:43]C(C)([O-])C.[K+].CI. (2) Given the product [OH:34][C:33]1[CH:32]=[CH:31][C:39](/[CH:15]=[CH:11]/[C:10](=[O:12])[CH2:9][C:6](=[O:8])[CH3:7])=[CH:38][C:35]=1[O:36][CH3:37], predict the reactants needed to synthesize it. The reactants are: B(OB=O)=O.[C:6]([CH2:9][C:10](=[O:12])[CH3:11])(=[O:8])[CH3:7].B(OCCCC)(OCCCC)O[CH2:15]CCC.O=C[C:31]1[CH:39]=[CH:38][C:35]([O:36][CH3:37])=[C:33]([OH:34])[CH:32]=1.C(N)CCC. (3) Given the product [C:12]1(=[O:14])[C:4]2[CH:5]=[C:6]3[N:11]([C:3]=2[CH:1]=[N:18][NH:17]1)[CH2:10][CH2:9][CH2:8][CH2:7]3, predict the reactants needed to synthesize it. The reactants are: [CH:1]([C:3]1[N:11]2[C:6]([CH2:7][CH2:8][CH2:9][CH2:10]2)=[CH:5][C:4]=1[C:12]([O:14]C)=O)=O.O.[NH2:17][NH2:18]. (4) Given the product [Cl:1][C:2]1[C:7]([F:8])=[C:6]([Cl:9])[CH:5]=[CH:4][C:3]=1[C:10]([N:12]1[CH2:17][CH2:16][N:15]2[C:36]([C:35]3[S:31][CH:32]=[N:33][CH:34]=3)=[N:38][N:39]=[C:14]2[CH2:13]1)=[O:11], predict the reactants needed to synthesize it. The reactants are: [Cl:1][C:2]1[C:7]([F:8])=[C:6]([Cl:9])[CH:5]=[CH:4][C:3]=1[C:10]([N:12]1[CH2:17][CH2:16][NH:15][C:14](=O)[CH2:13]1)=[O:11].F[B-](F)(F)F.C([O+](CC)CC)C.[S:31]1[C:35]([C:36]([NH:38][NH2:39])=O)=[CH:34][N:33]=[CH:32]1. (5) The reactants are: [CH3:1][N:2]1[CH2:7][CH2:6][NH:5][CH2:4][CH2:3]1.Cl[C:9]([C:11]1[CH:12]=[C:13]([CH:24]=[CH:25][CH:26]=1)[C:14]([O:16][CH2:17][C:18]1[CH:23]=[CH:22][CH:21]=[CH:20][CH:19]=1)=[O:15])=[O:10].O.C(OCC)(=O)C. Given the product [CH3:1][N:2]1[CH2:7][CH2:6][N:5]([C:9]([C:11]2[CH:12]=[C:13]([CH:24]=[CH:25][CH:26]=2)[C:14]([O:16][CH2:17][C:18]2[CH:19]=[CH:20][CH:21]=[CH:22][CH:23]=2)=[O:15])=[O:10])[CH2:4][CH2:3]1, predict the reactants needed to synthesize it. (6) Given the product [CH3:1][O:2][C:3]1[CH:10]=[CH:9][C:8]([N:11]2[C:15]([C:16]([F:19])([F:17])[F:18])=[N:14][N:13]=[N:12]2)=[CH:7][C:4]=1[CH:5]([OH:6])[CH3:20], predict the reactants needed to synthesize it. The reactants are: [CH3:1][O:2][C:3]1[CH:10]=[CH:9][C:8]([N:11]2[C:15]([C:16]([F:19])([F:18])[F:17])=[N:14][N:13]=[N:12]2)=[CH:7][C:4]=1[CH:5]=[O:6].[CH2:20]1COCC1.C[Mg]Br.CCOCC.O. (7) Given the product [C:21]([NH:26][NH:27][C:18]([CH:9]1[N:8]([C:6]([O:5][C:1]([CH3:2])([CH3:3])[CH3:4])=[O:7])[CH2:13][CH:12]([C:14]([O:16][CH3:17])=[O:15])[CH2:11][CH2:10]1)=[O:20])(=[O:25])[CH:22]([CH3:24])[CH3:23], predict the reactants needed to synthesize it. The reactants are: [C:1]([O:5][C:6]([N:8]1[CH2:13][CH:12]([C:14]([O:16][CH3:17])=[O:15])[CH2:11][CH2:10][CH:9]1[C:18]([OH:20])=O)=[O:7])([CH3:4])([CH3:3])[CH3:2].[C:21]([NH:26][NH2:27])(=[O:25])[CH:22]([CH3:24])[CH3:23].CCN=C=NCCCN(C)C.Cl.C1C=CC2N(O)N=NC=2C=1.O. (8) Given the product [Cl:1][C:2]1[CH:3]=[CH:4][C:5]([CH2:6][N:7]2[C:11]3=[N:12][CH:13]=[C:14]([O:16][CH3:28])[CH:15]=[C:10]3[CH:9]=[C:8]2[CH2:17][CH2:18][C:19]([O:21][CH2:22][CH3:23])=[O:20])=[CH:24][CH:25]=1, predict the reactants needed to synthesize it. The reactants are: [Cl:1][C:2]1[CH:25]=[CH:24][C:5]([CH2:6][N:7]2[C:11]3=[N:12][CH:13]=[C:14]([OH:16])[CH:15]=[C:10]3[CH:9]=[C:8]2[CH2:17][CH2:18][C:19]([O:21][CH2:22][CH3:23])=[O:20])=[CH:4][CH:3]=1.Cl.Cl[CH2:28]C1C=CC2C(=CC=CC=2)N=1.C(=O)([O-])[O-].[Cs+].[Cs+].